From a dataset of Peptide-MHC class I binding affinity with 185,985 pairs from IEDB/IMGT. Regression. Given a peptide amino acid sequence and an MHC pseudo amino acid sequence, predict their binding affinity value. This is MHC class I binding data. (1) The peptide sequence is PEIWLQLNT. The MHC is HLA-B44:02 with pseudo-sequence HLA-B44:02. The binding affinity (normalized) is 0.115. (2) The peptide sequence is HVKSTLNNA. The MHC is HLA-B15:01 with pseudo-sequence HLA-B15:01. The binding affinity (normalized) is 0.454. (3) The peptide sequence is MSTYSDICSK. The MHC is HLA-A31:01 with pseudo-sequence HLA-A31:01. The binding affinity (normalized) is 0. (4) The peptide sequence is FATEVKKLW. The MHC is Mamu-B17 with pseudo-sequence Mamu-B17. The binding affinity (normalized) is 0.331.